From a dataset of TCR-epitope binding with 47,182 pairs between 192 epitopes and 23,139 TCRs. Binary Classification. Given a T-cell receptor sequence (or CDR3 region) and an epitope sequence, predict whether binding occurs between them. (1) The TCR CDR3 sequence is CASSTSRSGGIDTQYF. Result: 0 (the TCR does not bind to the epitope). The epitope is ILHCANFNV. (2) The epitope is QIKVRVKMV. The TCR CDR3 sequence is CASSQGQLNTEAFF. Result: 0 (the TCR does not bind to the epitope). (3) The epitope is VTEHDTLLY. The TCR CDR3 sequence is CASSYYSSNYGYTF. Result: 1 (the TCR binds to the epitope).